Dataset: Reaction yield outcomes from USPTO patents with 853,638 reactions. Task: Predict the reaction yield, written as a fraction of the theoretical maximum amount of product (1.0 means a 100% yield; for example, 0.34 means a 34% yield). The reactants are [F:1][C:2]1[CH:7]=[C:6](I)[CH:5]=[CH:4][C:3]=1[N:9]1[CH:14]=[C:13]([O:15][CH3:16])[C:12](=[O:17])[C:11]([C:18]2[N:22]([C:23]3[CH:28]=[CH:27][CH:26]=[CH:25][CH:24]=3)[N:21]=[CH:20][CH:19]=2)=[N:10]1.C([Sn](CCCC)(CCCC)[C:34]1[O:35][CH:36]=[CH:37][N:38]=1)CCC. The catalyst is O1CCOCC1.C([O-])(O)=O.[Na+].C1C=CC([P]([Pd]([P](C2C=CC=CC=2)(C2C=CC=CC=2)C2C=CC=CC=2)([P](C2C=CC=CC=2)(C2C=CC=CC=2)C2C=CC=CC=2)[P](C2C=CC=CC=2)(C2C=CC=CC=2)C2C=CC=CC=2)(C2C=CC=CC=2)C2C=CC=CC=2)=CC=1. The product is [F:1][C:2]1[CH:7]=[C:6]([C:34]2[O:35][CH:36]=[CH:37][N:38]=2)[CH:5]=[CH:4][C:3]=1[N:9]1[CH:14]=[C:13]([O:15][CH3:16])[C:12](=[O:17])[C:11]([C:18]2[N:22]([C:23]3[CH:28]=[CH:27][CH:26]=[CH:25][CH:24]=3)[N:21]=[CH:20][CH:19]=2)=[N:10]1. The yield is 0.530.